Task: Predict the reactants needed to synthesize the given product.. Dataset: Full USPTO retrosynthesis dataset with 1.9M reactions from patents (1976-2016) (1) Given the product [C:1]([C:3]1[CH:4]=[C:5]([C:9]2[CH:17]=[CH:16][C:12]([C:13]([NH:27][CH:24]3[CH2:25][CH2:26][N:21]([CH2:20][C:19]([F:29])([F:18])[F:28])[CH2:22][CH2:23]3)=[O:15])=[CH:11][N:10]=2)[CH:6]=[CH:7][CH:8]=1)#[N:2], predict the reactants needed to synthesize it. The reactants are: [C:1]([C:3]1[CH:4]=[C:5]([C:9]2[CH:17]=[CH:16][C:12]([C:13]([OH:15])=O)=[CH:11][N:10]=2)[CH:6]=[CH:7][CH:8]=1)#[N:2].[F:18][C:19]([F:29])([F:28])[CH2:20][N:21]1[CH2:26][CH2:25][CH:24]([NH2:27])[CH2:23][CH2:22]1. (2) Given the product [C:1]([O:5][C:6](=[O:21])[CH2:7][CH2:8][C:9]1[C:14]([CH3:15])=[CH:13][C:12]([C:16]#[N:17])=[CH:11][C:10]=1[CH2:19][CH3:20])([CH3:3])([CH3:4])[CH3:2], predict the reactants needed to synthesize it. The reactants are: [C:1]([O:5][C:6](=[O:21])[CH2:7][CH2:8][C:9]1[C:14]([CH3:15])=[CH:13][C:12]([C:16](=O)[NH2:17])=[CH:11][C:10]=1[CH2:19][CH3:20])([CH3:4])([CH3:3])[CH3:2].CCN(CC)CC.FC(F)(F)C(OC(=O)C(F)(F)F)=O. (3) Given the product [Br:1][C:2]1[CH:7]=[CH:6][C:5]([B:11]2[O:15][C:14]([CH3:17])([CH3:16])[C:13]([CH3:19])([CH3:18])[O:12]2)=[CH:4][CH:3]=1, predict the reactants needed to synthesize it. The reactants are: [Br:1][C:2]1[CH:7]=[CH:6][C:5](S(C)=O)=[CH:4][CH:3]=1.[B:11]1([B:11]2[O:15][C:14]([CH3:17])([CH3:16])[C:13]([CH3:19])([CH3:18])[O:12]2)[O:15][C:14]([CH3:17])([CH3:16])[C:13]([CH3:19])([CH3:18])[O:12]1.C([O-])(=O)C.[K+]. (4) Given the product [CH:14]1([C:19]2[NH:23][N:22]([CH3:24])[CH:21]([C:25]([OH:27])=[O:26])[C:20]=2[N+:10]([O-:13])=[O:11])[CH2:15][CH2:16][CH2:17][CH2:18]1, predict the reactants needed to synthesize it. The reactants are: OS(O)(=O)=O.O=S(=O)=O.[N+:10]([O-:13])(O)=[O:11].[CH:14]1([C:19]2[NH:23][N:22]([CH3:24])[CH:21]([C:25]([OH:27])=[O:26])[CH:20]=2)[CH2:18][CH2:17][CH2:16][CH2:15]1. (5) Given the product [CH:45]1([CH2:48][NH:49][C:32]([NH:1][C:2]2[CH:3]=[CH:4][C:5]([O:6][CH:7]3[CH2:12][CH2:11][N:10]([CH2:13][C:14]4[CH:15]=[CH:16][C:17]([C:20]([OH:29])([C:21]([F:22])([F:23])[F:24])[C:25]([F:28])([F:26])[F:27])=[CH:18][CH:19]=4)[CH2:9][CH2:8]3)=[CH:30][CH:31]=2)=[O:33])[CH2:47][CH2:46]1, predict the reactants needed to synthesize it. The reactants are: [NH2:1][C:2]1[CH:31]=[CH:30][C:5]([O:6][CH:7]2[CH2:12][CH2:11][N:10]([CH2:13][C:14]3[CH:19]=[CH:18][C:17]([C:20]([OH:29])([C:25]([F:28])([F:27])[F:26])[C:21]([F:24])([F:23])[F:22])=[CH:16][CH:15]=3)[CH2:9][CH2:8]2)=[CH:4][CH:3]=1.[C:32](Cl)(=O)[O:33]C1C=CC([N+]([O-])=O)=CC=1.[CH:45]1([CH2:48][NH2:49])[CH2:47][CH2:46]1.C(N(CC)CC)C.